This data is from NCI-60 drug combinations with 297,098 pairs across 59 cell lines. The task is: Regression. Given two drug SMILES strings and cell line genomic features, predict the synergy score measuring deviation from expected non-interaction effect. (1) Drug 1: C1=NC(=NC(=O)N1C2C(C(C(O2)CO)O)O)N. Drug 2: C(CN)CNCCSP(=O)(O)O. Cell line: MALME-3M. Synergy scores: CSS=16.8, Synergy_ZIP=-2.54, Synergy_Bliss=2.43, Synergy_Loewe=-34.7, Synergy_HSA=3.75. (2) Drug 1: CS(=O)(=O)CCNCC1=CC=C(O1)C2=CC3=C(C=C2)N=CN=C3NC4=CC(=C(C=C4)OCC5=CC(=CC=C5)F)Cl. Drug 2: CC1C(C(CC(O1)OC2CC(CC3=C2C(=C4C(=C3O)C(=O)C5=CC=CC=C5C4=O)O)(C(=O)C)O)N)O. Cell line: SN12C. Synergy scores: CSS=42.4, Synergy_ZIP=0.947, Synergy_Bliss=2.09, Synergy_Loewe=-9.15, Synergy_HSA=2.58. (3) Drug 1: CC12CCC(CC1=CCC3C2CCC4(C3CC=C4C5=CN=CC=C5)C)O. Drug 2: C1=NNC2=C1C(=O)NC=N2. Cell line: MDA-MB-231. Synergy scores: CSS=-2.11, Synergy_ZIP=0.457, Synergy_Bliss=-3.23, Synergy_Loewe=-11.2, Synergy_HSA=-6.92. (4) Drug 1: C1=CC(=C2C(=C1NCCNCCO)C(=O)C3=C(C=CC(=C3C2=O)O)O)NCCNCCO. Drug 2: CC(C)CN1C=NC2=C1C3=CC=CC=C3N=C2N. Cell line: SF-295. Synergy scores: CSS=63.2, Synergy_ZIP=2.55, Synergy_Bliss=4.89, Synergy_Loewe=-19.5, Synergy_HSA=5.49. (5) Drug 1: CCC1=CC2CC(C3=C(CN(C2)C1)C4=CC=CC=C4N3)(C5=C(C=C6C(=C5)C78CCN9C7C(C=CC9)(C(C(C8N6C)(C(=O)OC)O)OC(=O)C)CC)OC)C(=O)OC.C(C(C(=O)O)O)(C(=O)O)O. Drug 2: CC(C1=C(C=CC(=C1Cl)F)Cl)OC2=C(N=CC(=C2)C3=CN(N=C3)C4CCNCC4)N. Cell line: NCI-H322M. Synergy scores: CSS=16.1, Synergy_ZIP=1.04, Synergy_Bliss=3.39, Synergy_Loewe=-15.3, Synergy_HSA=2.07. (6) Drug 1: C1C(C(OC1N2C=NC3=C(N=C(N=C32)Cl)N)CO)O. Drug 2: B(C(CC(C)C)NC(=O)C(CC1=CC=CC=C1)NC(=O)C2=NC=CN=C2)(O)O. Cell line: MCF7. Synergy scores: CSS=20.7, Synergy_ZIP=-5.24, Synergy_Bliss=-0.229, Synergy_Loewe=-16.0, Synergy_HSA=-4.83. (7) Drug 1: CC1OCC2C(O1)C(C(C(O2)OC3C4COC(=O)C4C(C5=CC6=C(C=C35)OCO6)C7=CC(=C(C(=C7)OC)O)OC)O)O. Drug 2: CN(C)N=NC1=C(NC=N1)C(=O)N. Cell line: HT29. Synergy scores: CSS=10.7, Synergy_ZIP=-4.20, Synergy_Bliss=-2.59, Synergy_Loewe=-14.0, Synergy_HSA=-2.17.